Dataset: Catalyst prediction with 721,799 reactions and 888 catalyst types from USPTO. Task: Predict which catalyst facilitates the given reaction. (1) Reactant: [CH3:1][C:2]([NH:17]C(=O)OC(C)(C)C)([C:4]1[N:8]([CH3:9])[C:7]([C:10]2[CH:15]=[CH:14][CH:13]=[CH:12][C:11]=2[CH3:16])=[N:6][N:5]=1)[CH3:3].[ClH:25].C(OCC)(=O)C. Product: [ClH:25].[ClH:25].[CH3:9][N:8]1[C:7]([C:10]2[CH:15]=[CH:14][CH:13]=[CH:12][C:11]=2[CH3:16])=[N:6][N:5]=[C:4]1[C:2]([NH2:17])([CH3:1])[CH3:3]. The catalyst class is: 8. (2) Reactant: [N-:1]=[N+:2]=[N-:3].[Na+].CS(O[CH:10]1[CH2:18][CH2:17][C:16]2[N:12]([C:13]3[N:32]=[CH:31][N:30]=[C:29]([NH2:33])[C:14]=3[C:15]=2[C:19]2[CH:20]=[N:21][C:22]3[C:27]([CH:28]=2)=[CH:26][CH:25]=[CH:24][CH:23]=3)[CH2:11]1)(=O)=O.O. Product: [N:1]([CH:10]1[CH2:18][CH2:17][C:16]2[N:12]([C:13]3[N:32]=[CH:31][N:30]=[C:29]([NH2:33])[C:14]=3[C:15]=2[C:19]2[CH:20]=[N:21][C:22]3[C:27]([CH:28]=2)=[CH:26][CH:25]=[CH:24][CH:23]=3)[CH2:11]1)=[N+:2]=[N-:3]. The catalyst class is: 3. (3) Product: [O:25]=[C:21]1[CH2:20][C:19]2[C:23](=[CH:24][C:16]([CH2:15][C:14]3[CH:13]=[C:12]([NH:11][C:7]([C:6]4[N:2]([CH3:1])[N:3]=[C:4]([CH3:10])[CH:5]=4)=[O:8])[CH:28]=[CH:27][CH:26]=3)=[CH:17][CH:18]=2)[NH:22]1. Reactant: [CH3:1][N:2]1[C:6]([C:7](Cl)=[O:8])=[CH:5][C:4]([CH3:10])=[N:3]1.[NH2:11][C:12]1[CH:13]=[C:14]([CH:26]=[CH:27][CH:28]=1)[CH2:15][C:16]1[CH:24]=[C:23]2[C:19]([CH2:20][C:21](=[O:25])[NH:22]2)=[CH:18][CH:17]=1. The catalyst class is: 1.